This data is from Tox21: 12 toxicity assays (nuclear receptors and stress response pathways). The task is: Binary classification across 12 toxicity assays. (1) The drug is Cc1ccc2c(c1)C(=O)c1ccccc1C2=O. It tested positive (active) for: NR-AR (Androgen Receptor agonist activity), NR-AhR (Aryl hydrocarbon Receptor agonist activity), NR-ER (Estrogen Receptor agonist activity), SR-ARE (Antioxidant Response Element (oxidative stress)), SR-ATAD5 (ATAD5 genotoxicity (DNA damage)), and SR-MMP (Mitochondrial Membrane Potential disruption). (2) The drug is O=C([O-])Cc1cccc2ccccc12. It tested positive (active) for: NR-PPAR-gamma (PPAR-gamma nuclear receptor agonist). (3) It tested positive (active) for: SR-MMP (Mitochondrial Membrane Potential disruption). The molecule is CCC(C)c1cccc(C(C)CC)c1O. (4) The drug is O=C(C=Cc1ccccc1)OCCc1ccccc1. It tested positive (active) for: NR-ER (Estrogen Receptor agonist activity), and SR-ATAD5 (ATAD5 genotoxicity (DNA damage)). (5) The molecule is [Ba+2]. It tested positive (active) for: SR-MMP (Mitochondrial Membrane Potential disruption). (6) The molecule is NC[C@@H]1O[C@H](O[C@@H]2[C@@H](CO)O[C@@H](O[C@@H]3[C@@H](O)[C@H](N)C[C@H](N)[C@H]3O[C@H]3O[C@H](CO)[C@@H](O)[C@H](O)[C@H]3N)[C@@H]2O)[C@H](N)[C@@H](O)[C@@H]1O. It tested positive (active) for: NR-ER (Estrogen Receptor agonist activity).